This data is from Forward reaction prediction with 1.9M reactions from USPTO patents (1976-2016). The task is: Predict the product of the given reaction. (1) The product is: [ClH:12].[OH:1][C@H:2]1[CH2:6][NH:5][C@H:4]([C:7]([O:9][CH3:14])=[O:8])[CH2:3]1. Given the reactants [OH:1][C@H:2]1[CH2:6][NH:5][C@H:4]([C:7]([OH:9])=[O:8])[CH2:3]1.O=S(Cl)[Cl:12].[CH3:14]O, predict the reaction product. (2) Given the reactants C([O:5][C:6](=[O:26])[C:7]1[CH:12]=[C:11]([CH3:13])[C:10]([O:14][CH2:15][C@@H:16]([OH:23])[CH2:17][NH:18][C:19](=[O:22])[CH2:20][OH:21])=[C:9]([CH2:24][CH3:25])[CH:8]=1)(C)(C)C, predict the reaction product. The product is: [CH2:24]([C:9]1[CH:8]=[C:7]([CH:12]=[C:11]([CH3:13])[C:10]=1[O:14][CH2:15][C@@H:16]([OH:23])[CH2:17][NH:18][C:19](=[O:22])[CH2:20][OH:21])[C:6]([OH:26])=[O:5])[CH3:25]. (3) Given the reactants Cl.[NH2:2][OH:3].C(=O)(O)[O-].[Na+].[CH:9]1([C@H:13]([NH:15][C:16]2[N:24]=[C:23]([C:25]#[N:26])[N:22]=[C:21]3[C:17]=2[N:18]([CH2:36][C@H:37]2[CH2:42][CH2:41][C@H:40]([CH3:43])[CH2:39][CH2:38]2)[C:19]([CH:27]([O:34][CH3:35])[C:28]2[CH:33]=[CH:32][CH:31]=[CH:30][CH:29]=2)=[N:20]3)[CH3:14])[CH2:12][CH2:11][CH2:10]1, predict the reaction product. The product is: [CH:9]1([C@H:13]([NH:15][C:16]2[N:24]=[C:23]([C:25](=[NH:26])[NH:2][OH:3])[N:22]=[C:21]3[C:17]=2[N:18]([CH2:36][C@H:37]2[CH2:38][CH2:39][C@H:40]([CH3:43])[CH2:41][CH2:42]2)[C:19]([CH:27]([O:34][CH3:35])[C:28]2[CH:29]=[CH:30][CH:31]=[CH:32][CH:33]=2)=[N:20]3)[CH3:14])[CH2:10][CH2:11][CH2:12]1. (4) Given the reactants [NH2:1][C:2]1[CH:3]=[C:4]([C:8]2[C:16]([C:17]3[CH:22]=[CH:21][N:20]=[C:19]([NH:23][C:24]4[CH:33]=[C:32]5[C:27]([CH2:28][CH2:29][N:30]([CH3:34])[CH2:31]5)=[CH:26][CH:25]=4)[N:18]=3)=[C:11]3[CH:12]=[CH:13][CH:14]=[CH:15][N:10]3[N:9]=2)[CH:5]=[CH:6][CH:7]=1.[F:35][C:36]1[CH:44]=[CH:43][C:42]([F:45])=[CH:41][C:37]=1[C:38](Cl)=[O:39], predict the reaction product. The product is: [F:35][C:36]1[CH:44]=[CH:43][C:42]([F:45])=[CH:41][C:37]=1[C:38]([NH:1][C:2]1[CH:7]=[CH:6][CH:5]=[C:4]([C:8]2[C:16]([C:17]3[CH:22]=[CH:21][N:20]=[C:19]([NH:23][C:24]4[CH:33]=[C:32]5[C:27]([CH2:28][CH2:29][N:30]([CH3:34])[CH2:31]5)=[CH:26][CH:25]=4)[N:18]=3)=[C:11]3[CH:12]=[CH:13][CH:14]=[CH:15][N:10]3[N:9]=2)[CH:3]=1)=[O:39].